The task is: Predict the product of the given reaction.. This data is from Forward reaction prediction with 1.9M reactions from USPTO patents (1976-2016). (1) Given the reactants C(O[BH-](OC(=O)C)OC(=O)C)(=O)C.[Na+].O=[C:16]1[CH2:21][CH2:20][N:19]([C:22]([O:24][C:25]([CH3:28])([CH3:27])[CH3:26])=[O:23])[CH2:18][CH2:17]1.[CH2:29]([NH2:33])[CH:30]([CH3:32])[CH3:31].C(O)(=O)C.[OH-].[Na+], predict the reaction product. The product is: [C:25]([O:24][C:22]([N:19]1[CH2:20][CH2:21][CH:16]([NH:33][CH2:29][CH:30]([CH3:32])[CH3:31])[CH2:17][CH2:18]1)=[O:23])([CH3:28])([CH3:27])[CH3:26]. (2) Given the reactants [OH:1][C:2]1[CH:3]=[C:4]2[C:9](=[CH:10][CH:11]=1)[N:8]=[C:7]([C:12]([N:14]1[CH2:19][CH2:18][N:17]([C:20]([O:22][C:23]([CH3:26])([CH3:25])[CH3:24])=[O:21])[CH2:16][CH2:15]1)=[O:13])[CH:6]=[CH:5]2.F[C:28]1[CH:33]=[CH:32][C:31]([C:34](=[O:36])[CH3:35])=[CH:30][CH:29]=1.C([O-])([O-])=O.[K+].[K+], predict the reaction product. The product is: [C:34]([C:31]1[CH:32]=[CH:33][C:28]([O:1][C:2]2[CH:3]=[C:4]3[C:9](=[CH:10][CH:11]=2)[N:8]=[C:7]([C:12]([N:14]2[CH2:15][CH2:16][N:17]([C:20]([O:22][C:23]([CH3:26])([CH3:25])[CH3:24])=[O:21])[CH2:18][CH2:19]2)=[O:13])[CH:6]=[CH:5]3)=[CH:29][CH:30]=1)(=[O:36])[CH3:35]. (3) Given the reactants [OH:1][C:2]1[CH:7]=[CH:6][C:5]([CH2:8][C:9]([OH:11])=[O:10])=[CH:4][CH:3]=1.[CH3:12][C:13]1[CH:20]=[CH:19][C:16]([CH:17]=O)=[CH:15][CH:14]=1.C(=O)([O-])[O-].[K+].[K+].Cl.[C:28](OC(=O)C)(=[O:30])[CH3:29], predict the reaction product. The product is: [C:28]([O:1][C:2]1[CH:3]=[CH:4][C:5]([C:8](=[CH:12][C:13]2[CH:20]=[CH:19][C:16]([CH3:17])=[CH:15][CH:14]=2)[C:9]([OH:11])=[O:10])=[CH:6][CH:7]=1)(=[O:30])[CH3:29].